From a dataset of Forward reaction prediction with 1.9M reactions from USPTO patents (1976-2016). Predict the product of the given reaction. (1) Given the reactants Br[C:2]1[N:7]=[C:6]([NH:8][C:9]2([C:12]3[CH:32]=[CH:31][CH:30]=[CH:29][C:13]=3[O:14][CH2:15][CH2:16][N:17](C)[C:18](=O)OCC3C=CC=CC=3)[CH2:11][CH2:10]2)[C:5](=[O:33])[N:4]([C:34]2[CH:39]=[C:38]([C:40](=[O:45])[NH:41][CH:42]3[CH2:44][CH2:43]3)[CH:37]=[C:36]([F:46])[C:35]=2[CH3:47])[CH:3]=1.C([O-])=O.[NH4+], predict the reaction product. The product is: [CH:42]1([NH:41][C:40](=[O:45])[C:38]2[CH:39]=[C:34]([N:4]3[CH:3]=[CH:2][N:7]=[C:6]([NH:8][C:9]4([C:12]5[CH:32]=[CH:31][CH:30]=[CH:29][C:13]=5[O:14][CH2:15][CH2:16][NH:17][CH3:18])[CH2:11][CH2:10]4)[C:5]3=[O:33])[C:35]([CH3:47])=[C:36]([F:46])[CH:37]=2)[CH2:44][CH2:43]1. (2) Given the reactants [C:1]1([CH3:19])[CH:6]=[CH:5][C:4]([S:7]([N:10]2[CH2:15][CH2:14][S:13][CH2:12][C@H:11]2[C:16]([OH:18])=[O:17])(=[O:9])=[O:8])=[CH:3][CH:2]=1.[CH2:20]1[CH2:25][CH2:24][CH2:23][CH:22]([CH:26](O)[CH2:27][CH3:28])[CH2:21]1.C1CCC(N=C=NC2CCCCC2)CC1, predict the reaction product. The product is: [CH2:20]1[CH2:25][CH2:24][CH2:23][CH:22]([CH2:26][CH2:27][CH2:28][O:17][C:16]([C@@H:11]2[CH2:12][S:13][CH2:14][CH2:15][N:10]2[S:7]([C:4]2[CH:3]=[CH:2][C:1]([CH3:19])=[CH:6][CH:5]=2)(=[O:9])=[O:8])=[O:18])[CH2:21]1. (3) Given the reactants [F:1][C:2]([F:15])([F:14])[C:3]1[CH:8]=[C:7]([C:9]([F:12])([F:11])[F:10])[CH:6]=[CH:5][C:4]=1[OH:13].[F:16][C:17]1[CH:18]=[C:19]([N+:24]([O-:26])=[O:25])[CH:20]=[CH:21][C:22]=1F, predict the reaction product. The product is: [F:1][C:2]([F:14])([F:15])[C:3]1[CH:8]=[C:7]([C:9]([F:11])([F:12])[F:10])[CH:6]=[CH:5][C:4]=1[O:13][C:22]1[CH:21]=[CH:20][C:19]([N+:24]([O-:26])=[O:25])=[CH:18][C:17]=1[F:16]. (4) Given the reactants [CH2:1]([C:8]1[C:16]2[C:11](=[CH:12][CH:13]=[C:14]([Br:17])[CH:15]=2)[NH:10][C:9]=1[C:18]1[CH:23]=[CH:22][CH:21]=[CH:20][CH:19]=1)[C:2]1[CH:7]=[CH:6][CH:5]=[CH:4][CH:3]=1.[CH3:24]I, predict the reaction product. The product is: [CH2:1]([C:8]1[C:16]2[C:11](=[CH:12][CH:13]=[C:14]([Br:17])[CH:15]=2)[N:10]([CH3:24])[C:9]=1[C:18]1[CH:23]=[CH:22][CH:21]=[CH:20][CH:19]=1)[C:2]1[CH:3]=[CH:4][CH:5]=[CH:6][CH:7]=1. (5) Given the reactants C([N:8]1[CH2:13][CH2:12][N:11]([CH:14]([CH2:19][C:20]([O:22][CH3:23])=[O:21])[C:15]([O:17][CH3:18])=[O:16])[CH2:10][CH2:9]1)C1C=CC=CC=1.[H][H].[ClH:26], predict the reaction product. The product is: [ClH:26].[ClH:26].[N:11]1([CH:14]([CH2:19][C:20]([O:22][CH3:23])=[O:21])[C:15]([O:17][CH3:18])=[O:16])[CH2:12][CH2:13][NH:8][CH2:9][CH2:10]1. (6) Given the reactants [S:1]1[C:9]2[C:4](=[N:5][CH:6]=[CH:7][C:8]=2[O:10][C:11]2[CH:12]=[C:13]3[C:18](=[CH:19][CH:20]=2)[C:17]([C:21](O)=[O:22])=[CH:16][CH:15]=[CH:14]3)[CH:3]=[CH:2]1.[NH2:24][C:25]1[CH:26]=[CH:27][C:28]([N:31]2[CH2:36][CH2:35][CH:34]([OH:37])[CH2:33][CH2:32]2)=[N:29][CH:30]=1.CCN(CC)CC, predict the reaction product. The product is: [OH:37][CH:34]1[CH2:35][CH2:36][N:31]([C:28]2[CH:27]=[CH:26][C:25]([NH:24][C:21]([C:17]3[C:18]4[C:13](=[CH:12][C:11]([O:10][C:8]5[CH:7]=[CH:6][N:5]=[C:4]6[CH:3]=[CH:2][S:1][C:9]=56)=[CH:20][CH:19]=4)[CH:14]=[CH:15][CH:16]=3)=[O:22])=[CH:30][N:29]=2)[CH2:32][CH2:33]1. (7) Given the reactants [NH2:1][CH2:2][C:3]1[CH:8]=[CH:7][C:6]([N:9]2[CH:12]([C:13]3[CH:18]=[CH:17][C:16]([O:19][CH3:20])=[CH:15][CH:14]=3)[CH:11]([CH2:21][CH2:22][CH:23]([C:25]3[CH:30]=[CH:29][C:28]([F:31])=[CH:27][CH:26]=3)[OH:24])[C:10]2=[O:32])=[CH:5][CH:4]=1.[S:33]([CH2:37][C:38](O)=[O:39])([OH:36])(=[O:35])=[O:34].C(N=C=NC(C)C)(C)C.OC1C2N=NNC=2C=CC=1, predict the reaction product. The product is: [F:31][C:28]1[CH:27]=[CH:26][C:25]([CH:23]([OH:24])[CH2:22][CH2:21][CH:11]2[C:10](=[O:32])[N:9]([C:6]3[CH:7]=[CH:8][C:3]([CH2:2][NH:1][C:38]([CH2:37][S:33]([OH:36])(=[O:35])=[O:34])=[O:39])=[CH:4][CH:5]=3)[CH:12]2[C:13]2[CH:18]=[CH:17][C:16]([O:19][CH3:20])=[CH:15][CH:14]=2)=[CH:30][CH:29]=1. (8) Given the reactants Cl.C(OC([N:9]1[CH2:14][CH2:13][CH:12]([C:15]2[N:20]=[CH:19][C:18]([C:21]([O:23][CH3:24])=[O:22])=[CH:17][N:16]=2)[CH2:11][CH2:10]1)=O)(C)(C)C, predict the reaction product. The product is: [NH:9]1[CH2:14][CH2:13][CH:12]([C:15]2[N:16]=[CH:17][C:18]([C:21]([O:23][CH3:24])=[O:22])=[CH:19][N:20]=2)[CH2:11][CH2:10]1. (9) The product is: [C:5]([CH2:7][C:8]1[CH:13]=[CH:12][C:11]([NH:14][C:15](=[O:17])[CH3:16])=[C:10]([N+:1]([O-:4])=[O:2])[CH:9]=1)#[N:6]. Given the reactants [N+:1]([O-:4])(O)=[O:2].[C:5]([CH2:7][C:8]1[CH:13]=[CH:12][C:11]([NH:14][C:15](=[O:17])[CH3:16])=[CH:10][CH:9]=1)#[N:6], predict the reaction product. (10) Given the reactants [CH3:1][CH:2]1[CH2:7][CH:6]([CH3:8])[CH2:5][N:4]([S:9]([C:12]2[CH:25]=[CH:24][C:23]3[N:22]([CH3:26])[C:21]4[C:16](=[CH:17][C:18]([S:27]([N:30]5[CH2:35][CH:34]([CH3:36])[CH2:33][CH:32]([CH3:37])[CH2:31]5)(=[O:29])=[O:28])=[CH:19][CH:20]=4)[C:15](=O)[C:14]=3[CH:13]=2)(=[O:11])=[O:10])[CH2:3]1.COC1C=CC(P2(SP(C3C=CC(OC)=CC=3)(=S)S2)=[S:48])=CC=1, predict the reaction product. The product is: [CH3:1][CH:2]1[CH2:7][CH:6]([CH3:8])[CH2:5][N:4]([S:9]([C:12]2[CH:25]=[CH:24][C:23]3[N:22]([CH3:26])[C:21]4[C:16](=[CH:17][C:18]([S:27]([N:30]5[CH2:35][CH:34]([CH3:36])[CH2:33][CH:32]([CH3:37])[CH2:31]5)(=[O:29])=[O:28])=[CH:19][CH:20]=4)[C:15](=[S:48])[C:14]=3[CH:13]=2)(=[O:11])=[O:10])[CH2:3]1.